From a dataset of Forward reaction prediction with 1.9M reactions from USPTO patents (1976-2016). Predict the product of the given reaction. (1) Given the reactants [NH2:1][C@H:2]([C:7]([OH:9])=[O:8])[C@H:3]([CH2:5][CH3:6])[CH3:4].[CH2:10](O)[CH2:11][CH2:12]CCCCC, predict the reaction product. The product is: [C:7]([OH:9])(=[O:8])[CH2:2][CH2:3][CH2:5][CH2:6][CH2:10][CH2:11][CH3:12].[NH2:1][C@H:2]([C:7]([OH:9])=[O:8])[C@H:3]([CH2:5][CH3:6])[CH3:4]. (2) The product is: [C:10]([O:14][C:15]([N:17]1[CH2:23][CH2:22][CH2:21][N:20]([C:4]2[CH:24]=[CH:8][CH:7]=[CH:6][C:3]=2[C:2]#[N:9])[CH2:19][CH2:18]1)=[O:16])([CH3:13])([CH3:11])[CH3:12]. Given the reactants Cl[C:2]1[N:9]=[CH:8][CH:7]=[CH:6][C:3]=1[C:4]#N.[C:10]([O:14][C:15]([N:17]1[CH2:23][CH2:22][CH2:21][NH:20][CH2:19][CH2:18]1)=[O:16])([CH3:13])([CH3:12])[CH3:11].[C:24](=O)([O-])O.[K+], predict the reaction product. (3) Given the reactants [N+](C1C=CC(C[CH:9]([O:16][CH:17](CC2C=CC([N+]([O-])=O)=C(OC)C=2)[C:18]2[CH:23]=[CH:22][CH:21]=[CH:20][CH:19]=2)[C:10]2[CH:15]=[CH:14][CH:13]=[CH:12][CH:11]=2)=CC=1OC)([O-])=O.[C:40]([O-:43])(=O)C.[NH4+:44], predict the reaction product. The product is: [CH2:17]([O:16][CH2:9][C:10]1[CH:11]=[CH:12][C:13]([NH2:44])=[C:14]([O:43][CH3:40])[CH:15]=1)[C:18]1[CH:19]=[CH:20][CH:21]=[CH:22][CH:23]=1.